This data is from Forward reaction prediction with 1.9M reactions from USPTO patents (1976-2016). The task is: Predict the product of the given reaction. (1) The product is: [F:1][C:2]1[CH:7]=[CH:6][C:5]([F:8])=[CH:4][C:3]=1[C:9]1[CH2:13][N:12]([C:14]([N:16]([CH3:17])[CH3:18])=[O:15])[C:11]([CH2:25][CH2:26][CH2:27][OH:28])([C:19]2[CH:24]=[CH:23][CH:22]=[CH:21][CH:20]=2)[CH:10]=1. Given the reactants [F:1][C:2]1[CH:7]=[CH:6][C:5]([F:8])=[CH:4][C:3]=1[C:9]1[CH2:13][N:12]([C:14]([N:16]([CH3:18])[CH3:17])=[O:15])[C:11]([CH2:25][CH2:26][C:27](OC)=[O:28])([C:19]2[CH:24]=[CH:23][CH:22]=[CH:21][CH:20]=2)[CH:10]=1.[H-].[Al+3].[Li+].[H-].[H-].[H-], predict the reaction product. (2) Given the reactants [N+:1]([C:4]1[CH:9]=[C:8](B2OC(C)(C)C(C)(C)O2)[CH:7]=[CH:6][C:5]=1[C:19]1[N:23]([C@H:24]2[CH2:28][CH2:27][O:26][CH2:25]2)[N:22]=[CH:21][C:20]=1[C:29]([O:31][CH2:32][CH3:33])=[O:30])([O-:3])=[O:2].Br[C:35]1[C:36]([CH3:45])=[N:37][C:38]([O:42][CH2:43][CH3:44])=[CH:39][C:40]=1[CH3:41].C(=O)([O-])[O-].[Cs+].[Cs+], predict the reaction product. The product is: [CH2:43]([O:42][C:38]1[N:37]=[C:36]([CH3:45])[C:35]([C:8]2[CH:7]=[CH:6][C:5]([C:19]3[N:23]([C@H:24]4[CH2:28][CH2:27][O:26][CH2:25]4)[N:22]=[CH:21][C:20]=3[C:29]([O:31][CH2:32][CH3:33])=[O:30])=[C:4]([N+:1]([O-:3])=[O:2])[CH:9]=2)=[C:40]([CH3:41])[CH:39]=1)[CH3:44].